Dataset: Experimentally validated miRNA-target interactions with 360,000+ pairs, plus equal number of negative samples. Task: Binary Classification. Given a miRNA mature sequence and a target amino acid sequence, predict their likelihood of interaction. (1) The miRNA is hsa-miR-548aj-3p with sequence UAAAAACUGCAAUUACUUUUA. The protein sequence of the target gene is MKMEEAVGKVEELIESEAPPKASEQETAKEEDGSVELESQVQKDGVADSTVISSMPCLLMELRRDSSESQLASTESDKPTTGRVYESDSSNHCMLSPSSSGHLADSDTLSSAEENEPSQAETAVEGDPSGVSGATVGRKSRRSRSESETSTMAAKKNRQSSDKQNGRVAKVKGHRSQKHKERIRLLRQKREAAARKKYNLLQDSSTSDSDLTCDSSTSSSDDDEEVSGSSKTITAEIPDGPPVVAHYDMSDTNSDPEVVNVDNLLAAAVVQEHSNSVGGQDTGATWRTSGLLEELNAEAG.... Result: 1 (interaction). (2) The miRNA is hsa-miR-17-5p with sequence CAAAGUGCUUACAGUGCAGGUAG. The protein sequence of the target gene is MGSDKRVSRTERSGRYGSIIDRDDRDERESRSRRRDSDYKRSSDDRRGDRYDDYRDYDSPERERERRNSDRSEDGYHSDGDYGEHDYRHDISDERESKTIMLRGLPITITESDIREMMESFEGPQPADVRLMKRKTGVSRGFAFVEFYHLQDATSWMEANQKKLVIQGKHIAMHYSNPRPKFEDWLCNKCCLNNFRKRLKCFRCGADKFDSEQEVPPGTTESVQSVDYYCDTIILRNIAPHTVVDSIMTALSPYASLAVNNIRLIKDKQTQQNRGFAFVQLSSAMDASQLLQILQSLHPP.... Result: 1 (interaction). (3) The miRNA is hsa-miR-6083 with sequence CUUAUAUCAGAGGCUGUGGG. The protein sequence of the target gene is MFKVIQRSVGPASLSLLTFKVYAAPKKDSPPKNSVKVDELSLYSVPEGQSKYVEEARSQLEESISQLRHYCEPYTTWCQETYSQTKPKMQSLVQWGLDSYDYLQNAPPGFFPRLGVIGFAGLIGLLLARGSKIKKLVYPPGFMGLAASLYYPQQAIVFAQVSGERLYDWGLRGYIVIEDLWKENFQKPGNVKNSPGTK. Result: 0 (no interaction). (4) The miRNA is mmu-miR-692 with sequence AUCUCUUUGAGCGCCUCACUC. The protein sequence of the target gene is MPSGSSAALALALAAAPAPLPQPPPLPPPPPAGGPELEGDGLLLRERLAALGLDDPSPAEPGAPALRAAAVAAAAAAQCQARRATGLAPEEPGRLATSETAELELEVDEEEGEEAELDGELLEEEELEEAEEEDRPSLLLLSPPAATASQTQPIPGGPLGSVLLPAAGFDAREAAAAGVLYGGDDAQGMMAAMLSHAYGPGGGGAAAAALNGEQAALLRRKSVNTTECVPVPSSEHVAEIVGRQGCKIKALRAKTNTYIKTPVRGEEPIFVVTGRKEDVAMAKREILSAAEHFSMIRASR.... Result: 1 (interaction). (5) The miRNA is hsa-miR-4321 with sequence UUAGCGGUGGACCGCCCUGCG. The protein sequence of the target gene is MLSPANGEQIHLVNYVEDYLDSIESLPFDLQRNVSLMREIDAKYQEILKELDDYYEKFKRETDGTQKRRVLHCIQRALIRSQELGDEKIQIVSQMVELVENRSRQVDSHVELFEAHQDISDGTGGSGKAGQDKSKSEAITQADKPNNKRSRRQRNNENRENASNNHDHDDITSGTPKEKKAKTSKKKKRSKAKAEREASPADLPIDPNEPTYCLCNQVSYGEMIGCDNDECPIEWFHFSCVGLNHKPKGKWYCPKCRGESEKTMDKALEKSKKERAYNR. Result: 0 (no interaction). (6) The miRNA is hsa-miR-196a-5p with sequence UAGGUAGUUUCAUGUUGUUGGG. The protein sequence of the target gene is MGGRGADAGSSGGTGPTEGYSPPAASTRAAARAKARGGGRGGRRNTTPSVPSLRGAAPRSFHPPAAMSERLRPRKRRRNGNEEDNHLPPQTKRSSRNPVFQDSWDTESSGSDSGGSSSSSSSSINSPDRASGPEGSLSQTMAGSSPNTPQPVPEQSALCQGLYFHINQTLREAHFHSLQHRGRPLT. Result: 1 (interaction). (7) The miRNA is cel-miR-230-3p with sequence GUAUUAGUUGUGCGACCAGGAGA. The protein sequence of the target gene is MLNMWKVRELVDKATNVVMNYSEIESKVREATNDDPWGPSGQLMGEIAKATFMYEQFPELMNMLWSRMLKDNKKNWRRVYKSLLLLAYLIRNGSERVVTSAREHIYDLRSLENYHFVDEHGKDQGINIRQKVKELVEFAQDDDRLREERKKAKKNKDKYVGVSSDSVGGFRYSERYDPEPKSKWDEEWDKNKSAFPFSDKLGELSDKIGSTIDDTISKFRRKDREDSPERCSDSDEEKKARRGRSPKGEFKDEEETVTTKHIHITQATETTTTRHKRTANPSKTIDLGAAAHYTGDKASP.... Result: 0 (no interaction). (8) The miRNA is hsa-miR-504-5p with sequence AGACCCUGGUCUGCACUCUAUC. The protein sequence of the target gene is MEPRMESCLAQVLQKDVGKRLQVGQELIDYFSDKQKSADLEHDQTMLDKLVDGLATSWVNSSNYKVVLLGMDILSALVTRLQDRFKAQIGTVLPSLIDRLGDAKDSVREQDQTLLLKIMDQAANPQYVWDRMLGGFKHKNFRTREGICLCLIATLNASGAQTLTLSKIVPHICNLLGDPNSQVRDAAINSLVEIYRHVGERVRADLSKKGLPQSRLNVIFTKFDEVQKSGNMIQSANDKNFDDEDSVDGNRPSSASSTSSKAPPSSRRNVGMGTTRRLGSSTLGSKSSAAKEGAGAVDEE.... Result: 1 (interaction).